From a dataset of Experimentally validated miRNA-target interactions with 360,000+ pairs, plus equal number of negative samples. Binary Classification. Given a miRNA mature sequence and a target amino acid sequence, predict their likelihood of interaction. (1) The miRNA is hsa-miR-708-5p with sequence AAGGAGCUUACAAUCUAGCUGGG. The protein sequence of the target gene is MKAGATSMWASCCGLLNEVMGTGAVRGQQAGFPGSTGPFRFTPSSDFPTYPPAATEGPNIVCKACGLSFSVFRKKHVCCDCKKDFCSLCSVSQENLRRCSTCHLLQETAFQRPQLMRLKVKDLRQYLLLRNIPTDTCREKEDLVDLVLCHRGLGSGDDLDSSSLNSSRSQTSSFFTQSLFSNYTPPSATVSSFQGELMDRDGAFRSEVLAQVQSEIASANTDDDDDDDDDDDDDEDDDDEQEEEEQNPGLSKKKARASLSDLSSLEEVEGMSVRQLKEILARNFVNYSGCCEKWELVEKV.... Result: 0 (no interaction). (2) The protein sequence of the target gene is MTTAGRGNLGLIPRSTAFQKQEGRLTVKQEPANQTWGQGSSLQKNYPPVCEIFRLHFRQLCYHEMSGPQEALSRLRELCRWWLMPEVHTKEQILELLVLEQFLSILPGELRTWVQLHHPESGEEAVAVVEDFQRHLSGSEEVSAPAQKQEMHFEETTALGTTKESPPTSPLSGGSAPGAHLEPPYDPGTHHLPSGDFAQCTSPVPTLPQVGNSGDQAGATVLRMVRPQDTVAYEDLSVDYTQKKWKSLTLSQRALQWNMMPENHHSMASLAGENMMKGSELTPKQEFFKGSESSNRTSGG.... Result: 1 (interaction). The miRNA is hsa-miR-6849-3p with sequence ACCAGCCUGUGUCCACCUCCAG. (3) The miRNA is mmu-miR-5113 with sequence ACAGAGGAGGAGAGAGAUCCUGU. The protein sequence of the target gene is MPVDLGQALGLLPSLAKAEDSQFSESDAALQEELSSPETARQLFRQFRYQVMSGPHETLKQLRKLCFQWLQPEVHTKEQILEILMLEQFLTILPGEIQMWVRKQCPGSGEEAVTLVESLKGDPQRLWQWISIQVLGQDILSEKMESPSCQVGEVEPHLEVVPQELGLENSSSGPGELLSHIVKEESDTEAELALAASQPARLEERLIRDQDLGASLLPAAPQEQWRQLDSTQKEQYWDLMLETYGKMVSGAGISHPKSDLTNSIEFGEELAGIYLHVNEKIPRPTCIGDRQENDKENLNL.... Result: 0 (no interaction). (4) The miRNA is mmu-miR-181a-5p with sequence AACAUUCAACGCUGUCGGUGAGU. The protein sequence of the target gene is MGAPPGYRPSAWVHLLHQLPRADFQLRPVPSGFAPRDQEYQQALLLVAALAGLGLGLSLIFIAVYLIRFCCCRPPEPHGAKSPPPGGGCVTWSCIAALLVGCAGIGIGFYGNSETSDGVSQLSSALLHANHTLSTIDDVVLETVERLGEAVKTELTTLEEVLSVRMELVAATRGARRQAEAAAQYLQGLAFWQGVSLSPVQVAEDVTFVEEYRWLAYVLLLLLVLLVCLFTLLGLAKQSKWLVVVMTAMSLLVLVLSWGSMGLEAATAVGLSDFCSNPDTYVLNLTQEETGLSSDILSYY.... Result: 1 (interaction). (5) The miRNA is hsa-miR-505-5p with sequence GGGAGCCAGGAAGUAUUGAUGU. The protein sequence of the target gene is MSEVKSRKKPGPKVAAPEPEKRSDGRKNPEARGDAGWADPRTGLSLLSLAMTLGLAWLVFQQSEKFAKVEKQYRLLQTESSEFQGLQSKISLISSKLESTENTLQEATSSISLMTQFEQEVSGLQRSIRDIETSEEMLTQKMQNLNEKFQNITDFWKRTLAEMIDDTAVFKSEVKDTHSEVTLKINSADQEIKSLTERLKDLEDSTLRNIRTVSRQEEEDLLRVEAQLSSDTKAVKKLEEEQHTLLARDEDLTNKLSSYEPKVEECKAHFPTIENAVHSVLRVSQDLIGTERKMEELTMQ.... Result: 0 (no interaction).